Dataset: Reaction yield outcomes from USPTO patents with 853,638 reactions. Task: Predict the reaction yield, written as a fraction of the theoretical maximum amount of product (1.0 means a 100% yield; for example, 0.34 means a 34% yield). (1) The reactants are C[O:2][C:3]([C:5]1[CH:44]=[CH:43][C:8]2[N:9]([CH:37]3[CH2:42][CH2:41][CH2:40][CH2:39][CH2:38]3)[C:10]([C:12]3[CH:17]=[CH:16][C:15]([O:18][CH2:19][C:20]4[C:25]([C:26]5[CH:31]=[CH:30][C:29]([Cl:32])=[CH:28][CH:27]=5)=[CH:24][CH:23]=[C:22]([C:33](=[O:35])[NH2:34])[CH:21]=4)=[CH:14][C:13]=3[F:36])=[N:11][C:7]=2[CH:6]=1)=[O:4].[OH-].[Na+].Cl. The catalyst is CO. The product is [C:33]([C:22]1[CH:21]=[C:20]([CH2:19][O:18][C:15]2[CH:16]=[CH:17][C:12]([C:10]3[N:9]([CH:37]4[CH2:38][CH2:39][CH2:40][CH2:41][CH2:42]4)[C:8]4[CH:43]=[CH:44][C:5]([C:3]([OH:4])=[O:2])=[CH:6][C:7]=4[N:11]=3)=[C:13]([F:36])[CH:14]=2)[C:25]([C:26]2[CH:31]=[CH:30][C:29]([Cl:32])=[CH:28][CH:27]=2)=[CH:24][CH:23]=1)(=[O:35])[NH2:34]. The yield is 0.830. (2) The reactants are [CH3:1][O:2][CH2:3][C:4]([CH3:11])([CH3:10])[C:5](=[O:9])[CH2:6][C:7]#[N:8].[OH-].[Na+].Cl.[NH2:15]O.Cl. The catalyst is C(O)C.O. The product is [CH3:1][O:2][CH2:3][C:4]([C:5]1[O:9][N:8]=[C:7]([NH2:15])[CH:6]=1)([CH3:11])[CH3:10]. The yield is 0.320.